Dataset: Peptide-MHC class II binding affinity with 134,281 pairs from IEDB. Task: Regression. Given a peptide amino acid sequence and an MHC pseudo amino acid sequence, predict their binding affinity value. This is MHC class II binding data. (1) The peptide sequence is YDKFLANVSMVLTGK. The MHC is DRB3_0202 with pseudo-sequence DRB3_0202. The binding affinity (normalized) is 0.972. (2) The peptide sequence is GGLPLAGAGGAGAGP. The MHC is DRB1_0301 with pseudo-sequence DRB1_0301. The binding affinity (normalized) is 0. (3) The MHC is DRB1_1302 with pseudo-sequence DRB1_1302. The peptide sequence is YDKFLANVHTVLTGK. The binding affinity (normalized) is 0.683. (4) The peptide sequence is MSMASSSSSSLLAMA. The MHC is DRB1_1302 with pseudo-sequence DRB1_1302. The binding affinity (normalized) is 0. (5) The peptide sequence is KLAQRRVFHGVAKNP. The MHC is DRB1_0404 with pseudo-sequence DRB1_0404. The binding affinity (normalized) is 0.244. (6) The peptide sequence is ETLQAFDSHYDYTI. The MHC is DRB1_0301 with pseudo-sequence DRB1_0301. The binding affinity (normalized) is 0.0641. (7) The MHC is DRB1_0401 with pseudo-sequence DRB1_0401. The binding affinity (normalized) is 0.515. The peptide sequence is AGFKGEQGPKGE.